From a dataset of Catalyst prediction with 721,799 reactions and 888 catalyst types from USPTO. Predict which catalyst facilitates the given reaction. (1) Reactant: [F:1][C:2]([F:17])([F:16])[O:3][C:4]1[CH:9]=[CH:8][C:7]([C:10]2[O:14][C:13](=[O:15])[NH:12][N:11]=2)=[CH:6][CH:5]=1.[Cl:18][C:19]1[N:20]([CH2:27][C@:28]2([CH3:31])[CH2:30][O:29]2)[CH:21]=[C:22]([N+:24]([O-:26])=[O:25])[N:23]=1.C(=O)([O-])[O-].[K+].[K+].O. Product: [Cl:18][C:19]1[N:20]([CH2:27][C@:28]([OH:29])([CH3:30])[CH2:31][N:12]2[N:11]=[C:10]([C:7]3[CH:6]=[CH:5][C:4]([O:3][C:2]([F:1])([F:16])[F:17])=[CH:9][CH:8]=3)[O:14][C:13]2=[O:15])[CH:21]=[C:22]([N+:24]([O-:26])=[O:25])[N:23]=1. The catalyst class is: 3. (2) Reactant: [CH:1]([O:4][C:5](=[O:29])[NH:6][C:7]1[CH:12]=[CH:11][C:10]([C:13]2[N:14]([CH:25]3[CH2:28][CH2:27][CH2:26]3)[C:15]3[C:20]([C:21]=2[C:22]#[N:23])=[CH:19][CH:18]=[C:17]([OH:24])[CH:16]=3)=[CH:9][CH:8]=1)([CH3:3])[CH3:2].C([O-])([O-])=O.[K+].[K+].CC1(C)[O:41][CH:40]([CH2:42][CH2:43]OS(C2C=CC([N+]([O-])=O)=CC=2)(=O)=O)[CH2:39][O:38]1.O. Product: [CH:1]([O:4][C:5](=[O:29])[NH:6][C:7]1[CH:8]=[CH:9][C:10]([C:13]2[N:14]([CH:25]3[CH2:28][CH2:27][CH2:26]3)[C:15]3[C:20]([C:21]=2[C:22]#[N:23])=[CH:19][CH:18]=[C:17]([O:24][CH2:43][CH2:42][CH:40]([OH:41])[CH2:39][OH:38])[CH:16]=3)=[CH:11][CH:12]=1)([CH3:3])[CH3:2]. The catalyst class is: 3. (3) Reactant: [C:1]1([S:7]([O:10][C:11]2[CH:16]=[CH:15][C:14]([S:17][CH2:18][C:19]#[CH:20])=[CH:13][CH:12]=2)(=[O:9])=[O:8])[CH:6]=[CH:5][CH:4]=[CH:3][CH:2]=1.O.O.C1(C)C=CC(S(O)(=O)=[O:30])=CC=1. Product: [C:1]1([S:7]([O:10][C:11]2[CH:12]=[CH:13][C:14]3[S:17][CH:18]=[C:19]([CH2:20][OH:30])[C:15]=3[CH:16]=2)(=[O:9])=[O:8])[CH:2]=[CH:3][CH:4]=[CH:5][CH:6]=1. The catalyst class is: 57. (4) Reactant: [CH3:1][C:2]1[CH:10]=[CH:9][C:8]([CH3:11])=[CH:7][C:3]=1[C:4]([OH:6])=[O:5].[C:12](=O)([O-])[O-].[K+].[K+].CN(C=O)C.IC. Product: [CH3:12][O:5][C:4](=[O:6])[C:3]1[CH:7]=[C:8]([CH3:11])[CH:9]=[CH:10][C:2]=1[CH3:1]. The catalyst class is: 6.